Dataset: Reaction yield outcomes from USPTO patents with 853,638 reactions. Task: Predict the reaction yield, written as a fraction of the theoretical maximum amount of product (1.0 means a 100% yield; for example, 0.34 means a 34% yield). The reactants are [NH2:1][C:2]1[C:10]([CH3:11])=[C:9]([O:12][CH3:13])[CH:8]=[CH:7][C:3]=1[C:4]([NH2:6])=[O:5].[C:14]([NH2:22])(=O)[C:15]1[CH:20]=[CH:19][CH:18]=C[CH:16]=1.Cl.C(Cl)C1C=CC=NC=1. No catalyst specified. The product is [CH3:13][O:12][C:9]1[C:10]([CH3:11])=[C:2]2[C:3]([C:4]([OH:5])=[N:6][C:16]([C:15]3[CH:14]=[N:22][CH:18]=[CH:19][CH:20]=3)=[N:1]2)=[CH:7][CH:8]=1. The yield is 0.920.